This data is from Forward reaction prediction with 1.9M reactions from USPTO patents (1976-2016). The task is: Predict the product of the given reaction. (1) Given the reactants [CH2:1]([O:8][C:9](=[O:26])[NH:10][C:11]1([CH3:25])[CH2:16][CH2:15][CH:14]([O:17][Si](C(C)(C)C)(C)C)[CH2:13][CH2:12]1)[C:2]1[CH:7]=[CH:6][CH:5]=[CH:4][CH:3]=1.[F-].C([N+](CCCC)(CCCC)CCCC)CCC, predict the reaction product. The product is: [CH2:1]([O:8][C:9](=[O:26])[NH:10][C:11]1([CH3:25])[CH2:12][CH2:13][CH:14]([OH:17])[CH2:15][CH2:16]1)[C:2]1[CH:3]=[CH:4][CH:5]=[CH:6][CH:7]=1. (2) Given the reactants [CH3:1][O:2][C:3]1[CH:10]=[CH:9][CH:8]=[CH:7][C:4]=1[NH:5][CH3:6].C(N(CC)CC)C.[Br:18][C:19]1[C:20]([Cl:29])=[CH:21][C:22]([F:28])=[C:23]([CH:27]=1)[C:24](Cl)=[O:25], predict the reaction product. The product is: [Br:18][C:19]1[C:20]([Cl:29])=[CH:21][C:22]([F:28])=[C:23]([CH:27]=1)[C:24]([N:5]([C:4]1[CH:7]=[CH:8][CH:9]=[CH:10][C:3]=1[O:2][CH3:1])[CH3:6])=[O:25].